This data is from Reaction yield outcomes from USPTO patents with 853,638 reactions. The task is: Predict the reaction yield, written as a fraction of the theoretical maximum amount of product (1.0 means a 100% yield; for example, 0.34 means a 34% yield). (1) The reactants are [H-].C([Al+]CC(C)C)C(C)C.CCCCCCC.[Br:18][C:19]1[CH:28]=[C:27]2[C:22]([C:23](=[O:29])[CH:24]=[CH:25][O:26]2)=[CH:21][CH:20]=1. The catalyst is O1CCCC1. The product is [Br:18][C:19]1[CH:28]=[C:27]2[C:22]([C:23](=[O:29])[CH2:24][CH2:25][O:26]2)=[CH:21][CH:20]=1. The yield is 0.780. (2) The reactants are [NH:1]1[CH2:6][CH2:5][CH:4]([CH2:7][O:8][C:9](=[O:20])[NH:10][C:11]2[CH:16]=[CH:15][C:14]([CH:17]([CH3:19])[CH3:18])=[CH:13][CH:12]=2)[CH2:3][CH2:2]1.Cl[C:22]1[C:31]2[C:26](=[CH:27][C:28]([O:34][CH3:35])=[C:29]([O:32][CH3:33])[CH:30]=2)[N:25]=[CH:24][N:23]=1. The yield is 0.0230. The product is [CH3:33][O:32][C:29]1[CH:30]=[C:31]2[C:26](=[CH:27][C:28]=1[O:34][CH3:35])[N:25]=[CH:24][N:23]=[C:22]2[N:1]1[CH2:2][CH2:3][CH:4]([CH2:7][O:8][C:9](=[O:20])[NH:10][C:11]2[CH:12]=[CH:13][C:14]([CH:17]([CH3:18])[CH3:19])=[CH:15][CH:16]=2)[CH2:5][CH2:6]1. The catalyst is C(O)(C)C.